Dataset: Catalyst prediction with 721,799 reactions and 888 catalyst types from USPTO. Task: Predict which catalyst facilitates the given reaction. (1) Reactant: [CH3:1][O:2][C:3]1[C:8]([O:9][CH2:10][O:11][CH2:12][CH2:13][Si:14]([CH3:17])([CH3:16])[CH3:15])=[CH:7][C:6]([NH:18]C(=O)C)=[C:5]([N+:22]([O-:24])=[O:23])[CH:4]=1.C([O-])([O-])=O.[K+].[K+]. Product: [CH3:1][O:2][C:3]1[C:8]([O:9][CH2:10][O:11][CH2:12][CH2:13][Si:14]([CH3:15])([CH3:17])[CH3:16])=[CH:7][C:6]([NH2:18])=[C:5]([N+:22]([O-:24])=[O:23])[CH:4]=1. The catalyst class is: 5. (2) Reactant: [CH3:1][N:2]1[CH:7]=[C:6]([C:8](=O)[CH2:9][C@H:10]([C:18]2[CH:23]=[CH:22][C:21]([S:24]([CH3:27])(=[O:26])=[O:25])=[CH:20][CH:19]=2)[C:11]2[CH:16]=[CH:15][CH:14]=[CH:13][C:12]=2[CH3:17])[CH:5]=[CH:4][C:3]1=[O:29].Cl.[NH2:31][OH:32].C(=O)([O-])O.[Na+]. Product: [OH:32]/[N:31]=[C:8](/[C:6]1[CH:5]=[CH:4][C:3](=[O:29])[N:2]([CH3:1])[CH:7]=1)\[CH2:9][C@@H:10]([C:18]1[CH:19]=[CH:20][C:21]([S:24]([CH3:27])(=[O:26])=[O:25])=[CH:22][CH:23]=1)[C:11]1[CH:16]=[CH:15][CH:14]=[CH:13][C:12]=1[CH3:17]. The catalyst class is: 815. (3) Reactant: [CH2:1]([O:4][C:5]1[C:9]([C:10]([OH:12])=O)=[CH:8][N:7]([CH2:13][C:14]2[CH:19]=[CH:18][C:17]([O:20][CH3:21])=[CH:16][CH:15]=2)[N:6]=1)[CH:2]=[CH2:3].Cl.[CH3:23][NH:24][O:25][CH3:26].CN(C(ON1N=NC2C=CC=NC1=2)=[N+](C)C)C.F[P-](F)(F)(F)(F)F. Product: [CH3:26][O:25][N:24]([CH3:23])[C:10]([C:9]1[C:5]([O:4][CH2:1][CH:2]=[CH2:3])=[N:6][N:7]([CH2:13][C:14]2[CH:19]=[CH:18][C:17]([O:20][CH3:21])=[CH:16][CH:15]=2)[CH:8]=1)=[O:12]. The catalyst class is: 2. (4) Product: [C:1]([O:5][C:6]([NH:8][CH2:9][CH2:10][CH2:11][C:12]1[N:17]=[C:16]([CH3:18])[C:15]([C:19]([O:21][CH3:22])=[O:20])=[C:14]([NH:23][C:24]2[CH:25]=[C:26]([CH3:30])[CH:27]=[CH:28][CH:29]=2)[N:13]=1)=[O:7])([CH3:3])([CH3:4])[CH3:2]. The catalyst class is: 50. Reactant: [C:1]([O:5][C:6]([NH:8][CH2:9][C:10]#[C:11][C:12]1[N:17]=[C:16]([CH3:18])[C:15]([C:19]([O:21][CH3:22])=[O:20])=[C:14]([NH:23][C:24]2[CH:25]=[C:26]([CH3:30])[CH:27]=[CH:28][CH:29]=2)[N:13]=1)=[O:7])([CH3:4])([CH3:3])[CH3:2]. (5) Reactant: [N:1]1[CH:6]=[CH:5][CH:4]=[CH:3][C:2]=1[CH2:7][C:8]([O:10][CH2:11][CH3:12])=[O:9].[H-].[Na+].I[CH3:16]. Product: [N:1]1[CH:6]=[CH:5][CH:4]=[CH:3][C:2]=1[CH:7]([CH3:16])[C:8]([O:10][CH2:11][CH3:12])=[O:9]. The catalyst class is: 1. (6) Reactant: Br[C:2]1[C:7](=[O:8])[N:6]([CH2:9][C:10]2[CH:15]=[CH:14][C:13]([O:16][CH3:17])=[CH:12][CH:11]=2)[N:5]=[C:4]([CH2:18][N:19]2[C:24](=[O:25])[C:23]([O:26][C:27]3[CH:28]=[C:29]([CH:32]=[C:33]([Cl:35])[CH:34]=3)[C:30]#[N:31])=[C:22]([C:36]([F:39])([F:38])[F:37])[N:21]=[CH:20]2)[CH:3]=1.C([Sn](CCCC)(CCCC)[C:45]([O:47][CH2:48][CH3:49])=[CH2:46])CCC. Product: [Cl:35][C:33]1[CH:32]=[C:29]([CH:28]=[C:27]([O:26][C:23]2[C:24](=[O:25])[N:19]([CH2:18][C:4]3[CH:3]=[C:2]([C:45]([O:47][CH2:48][CH3:49])=[CH2:46])[C:7](=[O:8])[N:6]([CH2:9][C:10]4[CH:15]=[CH:14][C:13]([O:16][CH3:17])=[CH:12][CH:11]=4)[N:5]=3)[CH:20]=[N:21][C:22]=2[C:36]([F:39])([F:38])[F:37])[CH:34]=1)[C:30]#[N:31]. The catalyst class is: 109. (7) The catalyst class is: 477. Reactant: [Cl:1][C:2]1[C:3]([CH:14]=O)=[N:4][CH:5]=[C:6]([N:8]([CH3:13])[CH:9]([CH3:12])[CH2:10][CH3:11])[N:7]=1.[CH2:16]([NH:23][CH2:24][C@@H:25]([OH:29])[CH2:26][O:27][CH3:28])[C:17]1[CH:22]=[CH:21][CH:20]=[CH:19][CH:18]=1.C(O[BH-](OC(=O)C)OC(=O)C)(=O)C.[Na+].C(=O)([O-])O.[Na+]. Product: [CH2:16]([N:23]([CH2:14][C:3]1[C:2]([Cl:1])=[N:7][C:6]([N:8]([CH3:13])[CH:9]([CH3:12])[CH2:10][CH3:11])=[CH:5][N:4]=1)[CH2:24][C@@H:25]([OH:29])[CH2:26][O:27][CH3:28])[C:17]1[CH:22]=[CH:21][CH:20]=[CH:19][CH:18]=1. (8) Reactant: Cl.[Cl:2][CH2:3][C:4]1[CH:13]=[CH:12][C:11]2[C:6](=[CH:7][CH:8]=[CH:9][CH:10]=2)[N:5]=1.C([O-])([O-])=O.[K+].[K+]. Product: [Cl:2][CH2:3][C:4]1[CH:13]=[CH:12][C:11]2[C:6](=[CH:7][CH:8]=[CH:9][CH:10]=2)[N:5]=1. The catalyst class is: 6.